This data is from Full USPTO retrosynthesis dataset with 1.9M reactions from patents (1976-2016). The task is: Predict the reactants needed to synthesize the given product. (1) The reactants are: [C:1]([O:5][C:6]([N:8]1[CH2:13][CH2:12][N:11]([C:14]([O:16][C:17]([CH3:20])([CH3:19])[CH3:18])=[O:15])[CH2:10][CH:9]1[CH2:21][CH2:22][OH:23])=[O:7])([CH3:4])([CH3:3])[CH3:2].[C:24]1([CH3:34])[CH:29]=[CH:28][C:27]([S:30](Cl)(=[O:32])=[O:31])=[CH:26][CH:25]=1.C(N(CC)CC)C. Given the product [C:1]([O:5][C:6]([N:8]1[CH2:13][CH2:12][N:11]([C:14]([O:16][C:17]([CH3:20])([CH3:19])[CH3:18])=[O:15])[CH2:10][CH:9]1[CH2:21][CH2:22][O:23][S:30]([C:27]1[CH:28]=[CH:29][C:24]([CH3:34])=[CH:25][CH:26]=1)(=[O:32])=[O:31])=[O:7])([CH3:4])([CH3:3])[CH3:2], predict the reactants needed to synthesize it. (2) Given the product [NH:10]([C:11]1[CH:12]=[C:3]([O:2][CH3:1])[CH:4]=[CH:5][C:6]=1[C:7]([NH2:8])=[O:21])[C:13]1[CH:14]=[CH:15][CH:16]=[CH:17][CH:18]=1, predict the reactants needed to synthesize it. The reactants are: [CH3:1][O:2][C:3]1[CH:12]=[C:11]2[C:6]([C:7](=[O:21])[N:8](C)C(C)[N:10]2[C:13]2[CH:18]=[CH:17][CH:16]=[CH:15][CH:14]=2)=[CH:5][CH:4]=1.[Cl-].[NH4+]. (3) Given the product [CH3:21][N:19]([CH2:18][C:12]1([C:9]2[CH:10]=[CH:11][C:6]([OH:5])=[CH:7][CH:8]=2)[CH2:13][CH2:14][O:15][CH2:16][CH2:17]1)[CH3:20], predict the reactants needed to synthesize it. The reactants are: C[S-].[Na+].C[O:5][C:6]1[CH:11]=[CH:10][C:9]([C:12]2([CH2:18][N:19]([CH3:21])[CH3:20])[CH2:17][CH2:16][O:15][CH2:14][CH2:13]2)=[CH:8][CH:7]=1.[NH4+].[Cl-]. (4) Given the product [Cl:12][C:13]1[N:18]=[CH:17][C:16]([CH2:19][N:20]([CH3:21])[C:6]2[CH2:7][O:8][C:9](=[O:10])[CH:5]=2)=[CH:15][CH:14]=1, predict the reactants needed to synthesize it. The reactants are: COC([C:5]1[C:9](=[O:10])[O:8][CH2:7][C:6]=1O)=O.[Cl:12][C:13]1[N:18]=[CH:17][C:16]([CH2:19][NH:20][CH3:21])=[CH:15][CH:14]=1.S([O-])(O)(=O)=O.[K+].O. (5) Given the product [O:2]=[C:3]1[CH:8]=[C:7]([C:9]2[N:14]3[N:15]=[CH:16][N:17]=[C:13]3[C:12]([NH:18][C:19]3[CH:20]=[CH:21][C:22]([C:23]([NH:25][CH2:26][C:27]4[CH:28]=[N:29][CH:30]=[CH:31][CH:32]=4)=[O:24])=[CH:33][CH:34]=3)=[N:11][CH:10]=2)[CH:6]=[CH:5][NH:4]1, predict the reactants needed to synthesize it. The reactants are: C[O:2][C:3]1[CH:8]=[C:7]([C:9]2[N:14]3[N:15]=[CH:16][N:17]=[C:13]3[C:12]([NH:18][C:19]3[CH:34]=[CH:33][C:22]([C:23]([NH:25][CH2:26][C:27]4[CH:28]=[N:29][CH:30]=[CH:31][CH:32]=4)=[O:24])=[CH:21][CH:20]=3)=[N:11][CH:10]=2)[CH:6]=[CH:5][N:4]=1.Cl.[NH+]1C=CC=CC=1. (6) Given the product [OH:31][C:11]1[C:10]2[N:9]3[C:4]([CH:5]=[CH:6][CH:7]=[CH:8]3)=[C:3]([C:13]3[C:18]([CH3:19])=[CH:17][C:16]([CH3:20])=[CH:15][C:14]=3[CH3:21])[C:2]=2[N:1]=[C:22]([CH3:23])[N:12]=1, predict the reactants needed to synthesize it. The reactants are: [NH2:1][C:2]1[C:3]([C:13]2[C:18]([CH3:19])=[CH:17][C:16]([CH3:20])=[CH:15][C:14]=2[CH3:21])=[C:4]2[N:9]([C:10]=1[C:11]#[N:12])[CH:8]=[CH:7][CH:6]=[CH:5]2.[C:22](OC(=O)C)(=O)[CH3:23].C(O)(=[O:31])C. (7) Given the product [NH2:1][C:4]1[C:5]([NH:10][CH:11]2[CH2:16][CH2:15][N:14]([C:17]([O:19][C:20]([CH3:23])([CH3:22])[CH3:21])=[O:18])[CH2:13][CH2:12]2)=[N:6][CH:7]=[CH:8][CH:9]=1, predict the reactants needed to synthesize it. The reactants are: [N+:1]([C:4]1[C:5]([NH:10][CH:11]2[CH2:16][CH2:15][N:14]([C:17]([O:19][C:20]([CH3:23])([CH3:22])[CH3:21])=[O:18])[CH2:13][CH2:12]2)=[N:6][CH:7]=[CH:8][CH:9]=1)([O-])=O. (8) The reactants are: [Cl:1][C:2]1[S:6][C:5]2[C:7]3([O:30][CH2:31][C:32]([F:34])([F:33])[C:4]=2[CH:3]=1)[CH2:12][CH2:11][N:10]([CH2:13][C:14]1[C:15]([CH3:29])=[N:16][N:17]([C:19]2[C:24]([N+:25]([O-])=O)=[CH:23][CH:22]=[CH:21][C:20]=2[F:28])[CH:18]=1)[CH2:9][CH2:8]3. Given the product [Cl:1][C:2]1[S:6][C:5]2[C:7]3([O:30][CH2:31][C:32]([F:34])([F:33])[C:4]=2[CH:3]=1)[CH2:8][CH2:9][N:10]([CH2:13][C:14]1[C:15]([CH3:29])=[N:16][N:17]([C:19]2[C:20]([F:28])=[CH:21][CH:22]=[CH:23][C:24]=2[NH2:25])[CH:18]=1)[CH2:11][CH2:12]3, predict the reactants needed to synthesize it.